The task is: Predict which catalyst facilitates the given reaction.. This data is from Catalyst prediction with 721,799 reactions and 888 catalyst types from USPTO. (1) Reactant: C(OC([N:8]([C@H:13]1[C:21]2[C:16](=[C:17]([C:22]3[N:26]=[C:25]([C:27]4[CH:32]=[CH:31][C:30]([O:33][CH:34]([CH3:36])[CH3:35])=[C:29]([C:37]#[N:38])[CH:28]=4)[O:24][N:23]=3)[CH:18]=[CH:19][CH:20]=2)[CH2:15][CH2:14]1)[CH2:9][C:10]([OH:12])=O)=O)(C)(C)C.C1C=CC2N(O)N=NC=2C=1.C(Cl)C[Cl:51].[CH3:53][NH:54][CH3:55]. Product: [ClH:51].[C:37]([C:29]1[CH:28]=[C:27]([C:25]2[O:24][N:23]=[C:22]([C:17]3[CH:18]=[CH:19][CH:20]=[C:21]4[C:16]=3[CH2:15][CH2:14][C@H:13]4[NH:8][CH2:9][C:10]([N:54]([CH3:55])[CH3:53])=[O:12])[N:26]=2)[CH:32]=[CH:31][C:30]=1[O:33][CH:34]([CH3:35])[CH3:36])#[N:38]. The catalyst class is: 18. (2) Reactant: [Br:1][C:2]1[CH:3]=[CH:4][C:5]([C:8]#[C:9][CH2:10][OH:11])=[N:6][CH:7]=1.[H-].[Al+3].[Li+].[H-].[H-].[H-].O.[OH-].[Na+]. Product: [Br:1][C:2]1[CH:3]=[CH:4][C:5](/[CH:8]=[CH:9]/[CH2:10][OH:11])=[N:6][CH:7]=1. The catalyst class is: 1. (3) Reactant: [OH:1][C:2]1[C:7]([CH3:8])=[CH:6][N:5]=[CH:4][N:3]=1.C([O-])([O-])=O.[K+].[K+].Br[CH2:16][CH2:17][CH2:18][CH2:19][Cl:20].[OH2:21]. Product: [Cl:20][CH2:19][CH2:18][CH2:17][CH2:16][N:5]1[CH:6]=[C:7]([CH3:8])[C:2]([OH:1])=[N:3][C:4]1=[O:21]. The catalyst class is: 16. (4) Reactant: [Cl:1][C:2]1[CH:7]=[C:6](B(O)O)[CH:5]=[CH:4][N:3]=1.[CH3:11][C:12]([C:14]1[CH:19]=[CH:18][CH:17]=[C:16](Br)[CH:15]=1)=[O:13].C([O-])([O-])=O.[Na+].[Na+]. Product: [Cl:1][C:2]1[CH:7]=[C:6]([C:16]2[CH:15]=[C:14]([C:12](=[O:13])[CH3:11])[CH:19]=[CH:18][CH:17]=2)[CH:5]=[CH:4][N:3]=1. The catalyst class is: 450. (5) Reactant: [CH3:1][O:2][C:3]1[CH:12]=[C:11]2[C:6]([CH:7]=[CH:8][C:9]([OH:13])=[CH:10]2)=[CH:5][CH:4]=1.N1C=CC=CC=1.[F:20][C:21]([F:34])([F:33])[S:22](O[S:22]([C:21]([F:34])([F:33])[F:20])(=[O:24])=[O:23])(=[O:24])=[O:23].C(OCC)C. Product: [F:20][C:21]([F:34])([F:33])[S:22]([O:13][C:9]1[CH:8]=[CH:7][C:6]2[C:11](=[CH:12][C:3]([O:2][CH3:1])=[CH:4][CH:5]=2)[CH:10]=1)(=[O:24])=[O:23]. The catalyst class is: 46. (6) Reactant: [F:1][C:2]([F:6])([F:5])[CH2:3][OH:4].[H-].[Na+].[Br:9][C:10]1[CH:11]=[C:12]2[C:17](=[CH:18][CH:19]=1)[C:16](Cl)=[N:15][N:14]=[CH:13]2.[NH4+].[Cl-]. Product: [Br:9][C:10]1[CH:11]=[C:12]2[C:17](=[CH:18][CH:19]=1)[C:16]([O:4][CH2:3][C:2]([F:6])([F:5])[F:1])=[N:15][N:14]=[CH:13]2. The catalyst class is: 118.